From a dataset of Catalyst prediction with 721,799 reactions and 888 catalyst types from USPTO. Predict which catalyst facilitates the given reaction. Reactant: [Cl:1][C:2]1[CH:7]=[CH:6][C:5]([C:8]2([N:14]3[CH2:19][CH2:18][N:17](C(OC(C)(C)C)=O)[C@H:16]([CH3:27])[CH2:15]3)[CH2:13][CH2:12][CH2:11][CH2:10][CH2:9]2)=[CH:4][CH:3]=1.Cl.O1CCOCC1. Product: [Cl:1][C:2]1[CH:7]=[CH:6][C:5]([C:8]2([N:14]3[CH2:19][CH2:18][NH:17][C@H:16]([CH3:27])[CH2:15]3)[CH2:13][CH2:12][CH2:11][CH2:10][CH2:9]2)=[CH:4][CH:3]=1. The catalyst class is: 12.